Dataset: Forward reaction prediction with 1.9M reactions from USPTO patents (1976-2016). Task: Predict the product of the given reaction. (1) Given the reactants [CH2:1]([CH:8]([C:14](=O)[CH:15]([O:18][CH3:19])[O:16][CH3:17])[C:9]([O:11]CC)=O)[C:2]1[CH:7]=[CH:6][CH:5]=[CH:4][CH:3]=1.Cl.[NH:22]=[C:23]1[CH2:28][CH2:27][CH2:26][CH2:25][NH:24]1.[O-]CC.[Na+], predict the reaction product. The product is: [CH2:1]([C:8]1[C:9](=[O:11])[N:24]2[CH2:25][CH2:26][CH2:27][CH2:28][C:23]2=[N:22][C:14]=1[CH:15]([O:16][CH3:17])[O:18][CH3:19])[C:2]1[CH:3]=[CH:4][CH:5]=[CH:6][CH:7]=1. (2) Given the reactants CC1C=CC(S(O[CH2:12][CH:13]([OH:28])[CH2:14][C:15]2[C:16]([F:27])=[CH:17][CH:18]=[C:19]3[C:24]=2[N:23]=[C:22]([O:25][CH3:26])[CH:21]=[CH:20]3)(=O)=O)=CC=1.[NH:29]1[CH2:34][CH2:33][CH:32]([NH:35][C:36](=[O:42])[O:37][C:38]([CH3:41])([CH3:40])[CH3:39])[CH2:31][CH2:30]1.P([O-])([O-])(O)=O.[Na+].[Na+].C(=O)(O)[O-].[Na+], predict the reaction product. The product is: [F:27][C:16]1[C:15]([CH2:14][CH:13]([OH:28])[CH2:12][N:29]2[CH2:30][CH2:31][CH:32]([NH:35][C:36](=[O:42])[O:37][C:38]([CH3:40])([CH3:39])[CH3:41])[CH2:33][CH2:34]2)=[C:24]2[C:19]([CH:20]=[CH:21][C:22]([O:25][CH3:26])=[N:23]2)=[CH:18][CH:17]=1. (3) The product is: [F:14][C:12]1[CH:11]=[CH:10][C:9]([O:15][CH3:16])=[C:8]([CH2:7][CH2:6][CH2:5][CH:4]=[O:3])[CH:13]=1. Given the reactants C([O:3][C:4](=O)[CH2:5][CH2:6][CH2:7][C:8]1[CH:13]=[C:12]([F:14])[CH:11]=[CH:10][C:9]=1[O:15][CH3:16])C.CC(C[AlH]CC(C)C)C.CO.Cl, predict the reaction product. (4) The product is: [OH:19][C:8]1[CH:9]=[C:10]([O:11][CH3:12])[C:3]([O:2][CH3:1])=[CH:4][C:5]=1[CH:6]=[O:7]. Given the reactants [CH3:1][O:2][C:3]1[CH:4]=[C:5]([CH:8]=[C:9](OC)[C:10]=1[O:11][CH3:12])[CH:6]=[O:7].B(Br)(Br)Br.[OH2:19], predict the reaction product. (5) Given the reactants [OH-].[K+].[CH2:3]([O:6][C:7]1[CH:16]=[C:15]([OH:17])[C:14]([CH:18]([CH3:20])[CH3:19])=[CH:13][C:8]=1[C:9]([O:11]C)=[O:10])[CH:4]=[CH2:5], predict the reaction product. The product is: [CH2:3]([O:6][C:7]1[CH:16]=[C:15]([OH:17])[C:14]([CH:18]([CH3:20])[CH3:19])=[CH:13][C:8]=1[C:9]([OH:11])=[O:10])[CH:4]=[CH2:5]. (6) Given the reactants [NH2:1][CH2:2][CH:3]1[O:7][C:6](=[O:8])[N:5]([C:9]2[CH:14]=[CH:13][C:12]([O:15][C:16]3[CH:21]=[CH:20][C:19]([CH2:22][CH3:23])=[CH:18][C:17]=3[OH:24])=[C:11]([F:25])[CH:10]=2)[CH2:4]1.[C:26](OC(=O)C)(=[O:28])[CH3:27], predict the reaction product. The product is: [CH2:22]([C:19]1[CH:20]=[CH:21][C:16]([O:15][C:12]2[CH:13]=[CH:14][C:9]([N:5]3[CH2:4][CH:3]([CH2:2][NH:1][C:26](=[O:28])[CH3:27])[O:7][C:6]3=[O:8])=[CH:10][C:11]=2[F:25])=[C:17]([OH:24])[CH:18]=1)[CH3:23]. (7) Given the reactants [NH2:1][C:2]1[CH:7]=[C:6]([Cl:8])[CH:5]=[CH:4][N:3]=1.Cl[CH2:10][CH:11]=O, predict the reaction product. The product is: [Cl:8][C:6]1[CH:5]=[CH:4][N:3]2[CH:10]=[CH:11][N:1]=[C:2]2[CH:7]=1. (8) Given the reactants [CH:1]([C:3]1[CH:11]=[CH:10][C:6]2[O:7][CH2:8][O:9][C:5]=2[CH:4]=1)=[CH2:2], predict the reaction product. The product is: [CH2:1]([C:3]1[CH:11]=[CH:10][C:6]2[O:7][CH2:8][O:9][C:5]=2[CH:4]=1)[CH3:2]. (9) Given the reactants [CH3:1][C:2]1([S:5]([NH:8][C:9]([C@@:11]2([NH:16]C(=O)OC(C)(C)C)[CH2:13][C@H:12]2[CH:14]=[CH2:15])=[O:10])(=[O:7])=[O:6])[CH2:4][CH2:3]1.[ClH:24], predict the reaction product. The product is: [ClH:24].[NH2:16][C@:11]1([C:9]([NH:8][S:5]([C:2]2([CH3:1])[CH2:4][CH2:3]2)(=[O:7])=[O:6])=[O:10])[CH2:13][C@H:12]1[CH:14]=[CH2:15].